This data is from Reaction yield outcomes from USPTO patents with 853,638 reactions. The task is: Predict the reaction yield, written as a fraction of the theoretical maximum amount of product (1.0 means a 100% yield; for example, 0.34 means a 34% yield). The reactants are C[O:2][C:3]([C:5]1[CH:10]=[C:9]([CH3:11])[N:8]=[C:7]([C:12]2[CH:17]=[CH:16][C:15]([C:18]3[CH:23]=[CH:22][CH:21]=[CH:20][CH:19]=3)=[CH:14][CH:13]=2)[N:6]=1)=[O:4].[OH-].[Li+]. The catalyst is C1COCC1. The product is [C:15]1([C:18]2[CH:19]=[CH:20][CH:21]=[CH:22][CH:23]=2)[CH:16]=[CH:17][C:12]([C:7]2[N:6]=[C:5]([C:3]([OH:4])=[O:2])[CH:10]=[C:9]([CH3:11])[N:8]=2)=[CH:13][CH:14]=1. The yield is 0.900.